Task: Regression. Given two drug SMILES strings and cell line genomic features, predict the synergy score measuring deviation from expected non-interaction effect.. Dataset: NCI-60 drug combinations with 297,098 pairs across 59 cell lines (1) Drug 2: C1=CC=C(C(=C1)C(C2=CC=C(C=C2)Cl)C(Cl)Cl)Cl. Synergy scores: CSS=18.6, Synergy_ZIP=-2.55, Synergy_Bliss=-0.414, Synergy_Loewe=-48.0, Synergy_HSA=-3.42. Drug 1: C1C(C(OC1N2C=NC3=C(N=C(N=C32)Cl)N)CO)O. Cell line: SK-MEL-28. (2) Drug 1: CC1=C(C=C(C=C1)NC2=NC=CC(=N2)N(C)C3=CC4=NN(C(=C4C=C3)C)C)S(=O)(=O)N.Cl. Drug 2: COC1=C2C(=CC3=C1OC=C3)C=CC(=O)O2. Cell line: NCI-H322M. Synergy scores: CSS=-4.32, Synergy_ZIP=0.462, Synergy_Bliss=-5.93, Synergy_Loewe=-7.41, Synergy_HSA=-7.68. (3) Drug 1: CNC(=O)C1=NC=CC(=C1)OC2=CC=C(C=C2)NC(=O)NC3=CC(=C(C=C3)Cl)C(F)(F)F. Drug 2: COCCOC1=C(C=C2C(=C1)C(=NC=N2)NC3=CC=CC(=C3)C#C)OCCOC.Cl. Cell line: HT29. Synergy scores: CSS=5.04, Synergy_ZIP=-0.110, Synergy_Bliss=0.153, Synergy_Loewe=0.887, Synergy_HSA=-0.358. (4) Drug 1: C1=NC2=C(N1)C(=S)N=C(N2)N. Drug 2: C1=CN(C(=O)N=C1N)C2C(C(C(O2)CO)O)O.Cl. Cell line: SR. Synergy scores: CSS=35.0, Synergy_ZIP=-10.6, Synergy_Bliss=-11.9, Synergy_Loewe=-10.9, Synergy_HSA=-8.27. (5) Drug 1: CNC(=O)C1=NC=CC(=C1)OC2=CC=C(C=C2)NC(=O)NC3=CC(=C(C=C3)Cl)C(F)(F)F. Drug 2: COC1=C2C(=CC3=C1OC=C3)C=CC(=O)O2. Cell line: ACHN. Synergy scores: CSS=-7.31, Synergy_ZIP=5.48, Synergy_Bliss=0.824, Synergy_Loewe=-7.43, Synergy_HSA=-8.64.